Dataset: Full USPTO retrosynthesis dataset with 1.9M reactions from patents (1976-2016). Task: Predict the reactants needed to synthesize the given product. (1) The reactants are: [CH2:1]([O:4][CH:5]1[CH:10]([C:11]2[CH:16]=[CH:15][C:14]([O:17][CH2:18][CH2:19][CH2:20][O:21][CH2:22][C:23]3[CH:28]=[CH:27][CH:26]=[CH:25][C:24]=3[O:29][CH3:30])=[CH:13][CH:12]=2)[CH2:9][CH2:8][N:7]([C:31]([O:33][C:34]([CH3:37])([CH3:36])[CH3:35])=[O:32])[CH2:6]1)[CH:2]=C.I([O-])(=O)(=O)=[O:39].[Na+]. Given the product [OH:39][CH2:2][CH2:1][O:4][CH:5]1[CH:10]([C:11]2[CH:12]=[CH:13][C:14]([O:17][CH2:18][CH2:19][CH2:20][O:21][CH2:22][C:23]3[CH:28]=[CH:27][CH:26]=[CH:25][C:24]=3[O:29][CH3:30])=[CH:15][CH:16]=2)[CH2:9][CH2:8][N:7]([C:31]([O:33][C:34]([CH3:36])([CH3:35])[CH3:37])=[O:32])[CH2:6]1, predict the reactants needed to synthesize it. (2) Given the product [CH2:56]([O:55][C:53]([N:13]([CH2:12][C:11]1[CH:35]=[C:36]([NH:38][C:39]([O:41][C:42]([CH3:45])([CH3:44])[CH3:43])=[O:40])[CH:37]=[C:9]([NH:8][C:6]([O:5][C:1]([CH3:3])([CH3:4])[CH3:2])=[O:7])[CH:10]=1)[CH2:14][CH2:15][N:16]1[CH:25]([CH2:26][C:27]2[CH:28]=[CH:29][C:30]([F:33])=[CH:31][CH:32]=2)[CH2:24][C:23]2[C:18](=[CH:19][CH:20]=[C:21]([F:34])[CH:22]=2)[CH2:17]1)=[O:54])[C:57]1[CH:62]=[CH:61][CH:60]=[CH:59][CH:58]=1, predict the reactants needed to synthesize it. The reactants are: [C:1]([O:5][C:6]([NH:8][C:9]1[CH:10]=[C:11]([CH:35]=[C:36]([NH:38][C:39]([O:41][C:42]([CH3:45])([CH3:44])[CH3:43])=[O:40])[CH:37]=1)[CH2:12][NH:13][CH2:14][CH2:15][N:16]1[CH:25]([CH2:26][C:27]2[CH:32]=[CH:31][C:30]([F:33])=[CH:29][CH:28]=2)[CH2:24][C:23]2[C:18](=[CH:19][CH:20]=[C:21]([F:34])[CH:22]=2)[CH2:17]1)=[O:7])([CH3:4])([CH3:3])[CH3:2].C(N(CC)CC)C.[C:53](Cl)([O:55][CH2:56][C:57]1[CH:62]=[CH:61][CH:60]=[CH:59][CH:58]=1)=[O:54].C(=O)(O)[O-].[Na+]. (3) Given the product [C:1]([C:3]1[CH:8]=[CH:7][C:6]([N:9]2[C:13]([C:14]3[C:15](=[O:33])[N:16]([CH3:32])[C:17](=[O:31])[N:18]([C:21]4[CH:26]=[CH:25][CH:24]=[C:23]([C:27]([F:30])([F:29])[F:28])[CH:22]=4)[C:19]=3[CH3:20])=[C:12]([S:34]([NH:37][C:38](=[O:45])[C:39]3[CH:44]=[CH:43][CH:42]=[CH:41][CH:40]=3)(=[O:36])=[O:35])[CH:11]=[N:10]2)=[CH:5][CH:4]=1)#[N:2], predict the reactants needed to synthesize it. The reactants are: [C:1]([C:3]1[CH:8]=[CH:7][C:6]([N:9]2[C:13]([C:14]3[C:15](=[O:33])[N:16]([CH3:32])[C:17](=[O:31])[N:18]([C:21]4[CH:26]=[CH:25][CH:24]=[C:23]([C:27]([F:30])([F:29])[F:28])[CH:22]=4)[C:19]=3[CH3:20])=[C:12]([S:34]([NH2:37])(=[O:36])=[O:35])[CH:11]=[N:10]2)=[CH:5][CH:4]=1)#[N:2].[C:38](O)(=[O:45])[C:39]1[CH:44]=[CH:43][CH:42]=[CH:41][CH:40]=1.Cl.C(N=C=NCCCN(C)C)C.Cl. (4) The reactants are: [Br:1][C:2]1[C:3]([O:18][CH3:19])=[C:4]([C:9]([CH2:12][S:13]([CH:16]=[CH2:17])(=[O:15])=[O:14])=[CH:10][CH:11]=1)[C:5]([O:7][CH3:8])=[O:6].C1CCC=CC=1.[C:26]1([CH3:32])[CH:31]=[CH:30]C=[CH:28][CH:27]=1. Given the product [CH:17]12[CH2:30][CH2:31][CH:26]([CH:27]=[CH:28]1)[CH2:32][CH:16]2[S:13]([CH2:12][C:9]1[C:4]([C:5]([O:7][CH3:8])=[O:6])=[C:3]([O:18][CH3:19])[C:2]([Br:1])=[CH:11][CH:10]=1)(=[O:15])=[O:14], predict the reactants needed to synthesize it. (5) Given the product [CH:27]1([C:30]([N:13]([C:8]2[CH:7]=[C:6]([CH:11]=[CH:10][C:9]=2[CH3:12])[C:5]([NH:4][CH:1]2[CH2:2][CH2:3]2)=[O:26])[C:14]2[CH:15]=[C:16]3[C:20](=[CH:21][CH:22]=2)[C:19](=[O:23])[C:18]([CH3:24])([CH3:25])[CH2:17]3)=[O:31])[CH2:29][CH2:28]1, predict the reactants needed to synthesize it. The reactants are: [CH:1]1([NH:4][C:5](=[O:26])[C:6]2[CH:11]=[CH:10][C:9]([CH3:12])=[C:8]([NH:13][C:14]3[CH:15]=[C:16]4[C:20](=[CH:21][CH:22]=3)[C:19](=[O:23])[C:18]([CH3:25])([CH3:24])[CH2:17]4)[CH:7]=2)[CH2:3][CH2:2]1.[CH:27]1([C:30](Cl)=[O:31])[CH2:29][CH2:28]1. (6) Given the product [NH:1]1[CH2:6][CH2:5][CH:4]([CH:7]([CH2:11][S:14][C:12](=[O:15])[CH3:13])[C:8]([OH:10])=[O:9])[CH2:3][CH2:2]1, predict the reactants needed to synthesize it. The reactants are: [NH:1]1[CH2:6][CH2:5][CH:4]([C:7](=[CH2:11])[C:8]([OH:10])=[O:9])[CH2:3][CH2:2]1.[C:12]([OH:15])(=[S:14])[CH3:13].C(O)(C)C.